The task is: Regression. Given a peptide amino acid sequence and an MHC pseudo amino acid sequence, predict their binding affinity value. This is MHC class I binding data.. This data is from Peptide-MHC class I binding affinity with 185,985 pairs from IEDB/IMGT. (1) The binding affinity (normalized) is 0.210. The peptide sequence is VAVNKSNKPL. The MHC is HLA-A02:03 with pseudo-sequence HLA-A02:03. (2) The peptide sequence is KLSLTKLFS. The MHC is HLA-A03:01 with pseudo-sequence HLA-A03:01. The binding affinity (normalized) is 0.0367.